Dataset: Full USPTO retrosynthesis dataset with 1.9M reactions from patents (1976-2016). Task: Predict the reactants needed to synthesize the given product. (1) The reactants are: O[C:2]1([CH2:5][CH2:6][C@@H:7]([CH2:23][O:24]S(C2C=CC(C)=CC=2)(=O)=O)[CH2:8][C@H:9]2[CH2:13][O:12][C:11]([CH3:15])([CH3:14])[N:10]2[C:16]([O:18][C:19]([CH3:22])([CH3:21])[CH3:20])=[O:17])[CH2:4][CH2:3]1.C[Mg+].[Br-]. Given the product [CH2:4]1[C:2]2([CH2:5][CH2:6][C@H:7]([CH2:8][C@H:9]3[CH2:13][O:12][C:11]([CH3:15])([CH3:14])[N:10]3[C:16]([O:18][C:19]([CH3:22])([CH3:20])[CH3:21])=[O:17])[CH2:23][O:24]2)[CH2:3]1, predict the reactants needed to synthesize it. (2) Given the product [CH2:1]([N:8]1[CH2:13][CH2:12][CH2:11][C:10]([C:15]2[CH:20]=[CH:19][CH:18]=[C:17]([OH:21])[CH:16]=2)([OH:14])[CH2:9]1)[C:2]1[CH:3]=[CH:4][CH:5]=[CH:6][CH:7]=1, predict the reactants needed to synthesize it. The reactants are: [CH2:1]([N:8]1[CH2:13][CH2:12][CH2:11][C:10]([C:15]2[CH:20]=[CH:19][CH:18]=[C:17]([O:21]C3CCCCO3)[CH:16]=2)([OH:14])[CH2:9]1)[C:2]1[CH:7]=[CH:6][CH:5]=[CH:4][CH:3]=1.Cl.